Dataset: Forward reaction prediction with 1.9M reactions from USPTO patents (1976-2016). Task: Predict the product of the given reaction. (1) Given the reactants [NH:1]1[CH:5]=[CH:4][N:3]=[N:2]1.Br[CH2:7][CH2:8][CH2:9][CH2:10][CH2:11][Cl:12].[OH-].[Na+].O, predict the reaction product. The product is: [Cl:12][CH2:11][CH2:10][CH2:9][CH2:8][CH2:7][N:1]1[CH:5]=[CH:4][N:3]=[N:2]1. (2) Given the reactants [Br-:1].ClC1C=CC=CC=1C(C1C=CC=CC=1Cl)(O)C(O[C@@H:13]1[CH:18]2[CH2:19][CH2:20][N+:15]([CH2:21][C:22](=[O:29])[NH:23][C:24]3[CH:28]=[CH:27][O:26][N:25]=3)([CH2:16][CH2:17]2)[CH2:14]1)=O.[OH:38][C:39]([C:50]1[CH:55]=[CH:54][C:53]([CH3:56])=[CH:52][CH:51]=1)([C:43]1[CH:48]=[CH:47][C:46]([CH3:49])=[CH:45][CH:44]=1)[C:40]([OH:42])=[O:41], predict the reaction product. The product is: [Br-:1].[OH:38][C:39]([C:43]1[CH:48]=[CH:47][C:46]([CH3:49])=[CH:45][CH:44]=1)([C:50]1[CH:51]=[CH:52][C:53]([CH3:56])=[CH:54][CH:55]=1)[C:40]([O:42][C@@H:17]1[CH:18]2[CH2:19][CH2:20][N+:15]([CH2:21][C:22](=[O:29])[NH:23][C:24]3[CH:28]=[CH:27][O:26][N:25]=3)([CH2:14][CH2:13]2)[CH2:16]1)=[O:41]. (3) Given the reactants [I:1][C:2]1[CH:7]=[C:6](I)[N:5]=[C:4]([Cl:9])[N:3]=1.[C:10]1(B(O)O)[CH:15]=[CH:14][CH:13]=[CH:12][CH:11]=1.C([O-])([O-])=O.[K+].[K+], predict the reaction product. The product is: [Cl:9][C:4]1[N:3]=[C:2]([I:1])[CH:7]=[C:6]([C:10]2[CH:15]=[CH:14][CH:13]=[CH:12][CH:11]=2)[N:5]=1. (4) Given the reactants [CH3:1][C:2]1([CH3:26])[O:6][C@@H:5]([CH2:7][O:8][C:9]2[N:14]=[C:13]([CH3:15])[C:12]([C:16]3[C:17]([CH3:24])=[C:18]([CH2:22][OH:23])[CH:19]=[CH:20][CH:21]=3)=[C:11]([CH3:25])[N:10]=2)[CH2:4][O:3]1.O[C:28]1[CH:29]=[CH:30][C:31]2[CH:32]([CH2:41][C:42]([O:44][CH2:45][CH3:46])=[O:43])[C:33]3[C:38]([C:39]=2[CH:40]=1)=[CH:37][CH:36]=[CH:35][CH:34]=3.C(P(CCCC)CCCC)CCC.N(C(N1CCCCC1)=O)=NC(N1CCCCC1)=O, predict the reaction product. The product is: [CH3:1][C:2]1([CH3:26])[O:6][C@@H:5]([CH2:7][O:8][C:9]2[N:10]=[C:11]([CH3:25])[C:12]([C:16]3[C:17]([CH3:24])=[C:18]([CH:19]=[CH:20][CH:21]=3)[CH2:22][O:23][C:28]3[CH:29]=[CH:30][C:31]4[CH:32]([CH2:41][C:42]([O:44][CH2:45][CH3:46])=[O:43])[C:33]5[C:38]([C:39]=4[CH:40]=3)=[CH:37][CH:36]=[CH:35][CH:34]=5)=[C:13]([CH3:15])[N:14]=2)[CH2:4][O:3]1.